From a dataset of NCI-60 drug combinations with 297,098 pairs across 59 cell lines. Regression. Given two drug SMILES strings and cell line genomic features, predict the synergy score measuring deviation from expected non-interaction effect. Cell line: OVCAR-4. Drug 1: CC12CCC(CC1=CCC3C2CCC4(C3CC=C4C5=CN=CC=C5)C)O. Synergy scores: CSS=13.4, Synergy_ZIP=-1.53, Synergy_Bliss=0.800, Synergy_Loewe=2.34, Synergy_HSA=2.01. Drug 2: C1=NC(=NC(=O)N1C2C(C(C(O2)CO)O)O)N.